The task is: Regression. Given a peptide amino acid sequence and an MHC pseudo amino acid sequence, predict their binding affinity value. This is MHC class I binding data.. This data is from Peptide-MHC class I binding affinity with 185,985 pairs from IEDB/IMGT. (1) The peptide sequence is TLRAAMISL. The MHC is HLA-A02:01 with pseudo-sequence HLA-A02:01. The binding affinity (normalized) is 0.284. (2) The peptide sequence is FAEGVIAFL. The MHC is HLA-B15:01 with pseudo-sequence HLA-B15:01. The binding affinity (normalized) is 0.0847. (3) The peptide sequence is KSPSAPPI. The MHC is Mamu-A01 with pseudo-sequence Mamu-A01. The binding affinity (normalized) is 0.569.